Dataset: Reaction yield outcomes from USPTO patents with 853,638 reactions. Task: Predict the reaction yield, written as a fraction of the theoretical maximum amount of product (1.0 means a 100% yield; for example, 0.34 means a 34% yield). The reactants are [Cl:1][C:2]1[CH:3]=[C:4]([NH:16][C:17]2[C:26]3[C:21](=[CH:22][C:23]([O:28][CH3:29])=[C:24]([OH:27])[CH:25]=3)[N:20]=[CH:19][N:18]=2)[CH:5]=[CH:6][C:7]=1[O:8][CH2:9][C:10]1[CH:15]=[CH:14][CH:13]=[CH:12][N:11]=1.[C:30]([O:34][C:35](=[O:41])[NH:36][CH2:37][CH2:38][CH2:39]Br)([CH3:33])([CH3:32])[CH3:31]. The catalyst is [I-].C([N+](CCCC)(CCCC)CCCC)CCC.CN(C=O)C. The product is [C:30]([O:34][C:35](=[O:41])[NH:36][CH2:37][CH2:38][CH2:39][O:27][C:24]1[CH:25]=[C:26]2[C:21](=[CH:22][C:23]=1[O:28][CH3:29])[N:20]=[CH:19][N:18]=[C:17]2[NH:16][C:4]1[CH:5]=[CH:6][C:7]([O:8][CH2:9][C:10]2[CH:15]=[CH:14][CH:13]=[CH:12][N:11]=2)=[C:2]([Cl:1])[CH:3]=1)([CH3:33])([CH3:32])[CH3:31]. The yield is 0.737.